Dataset: Caco-2 cell permeability data measuring drug intestinal absorption for ~900 compounds. Task: Regression/Classification. Given a drug SMILES string, predict its absorption, distribution, metabolism, or excretion properties. Task type varies by dataset: regression for continuous measurements (e.g., permeability, clearance, half-life) or binary classification for categorical outcomes (e.g., BBB penetration, CYP inhibition). For this dataset (caco2_wang), we predict Y. (1) The Y is -6.37 log Papp (cm/s). The drug is CN(OCCNC(=O)Cc1c(C#N)ccc(NCC(F)(F)c2ccccn2)c1F)C(=N)N. (2) The compound is Cc1c(N(C)C)c(=O)n(-c2ccccc2)n1C. The Y is -4.39 log Papp (cm/s). (3) The Y is -4.42 log Papp (cm/s). The drug is CC(=O)N[C@H](Cc1ccccc1)C(=O)NCCc1ccccc1. (4) The Y is -4.57 log Papp (cm/s). The drug is O=c1ccc2ccc(O)cc2o1. (5) The drug is COc1ccc2c(O[C@@H]3C[C@H]4C(=O)N[C@]5(C(=O)NS(=O)(=O)C6CC6)C[C@H]5/C=C\CCCCN(C)C(=O)[C@@H]4C3)cc(-c3nc(C(C)C)cs3)nc2c1Cl. The Y is -5.24 log Papp (cm/s). (6) The compound is CCc1ccncc1. The Y is -3.97 log Papp (cm/s). (7) The Y is -6.59 log Papp (cm/s). The drug is CC(=O)NCC(=O)N[C@@H](CC(N)=O)C(=O)N[C@@H](C)C(N)=O. (8) The drug is COc1cc(OC)c2c(=O)cc(-c3ccccc3)oc2c1. The Y is -4.63 log Papp (cm/s).